This data is from Full USPTO retrosynthesis dataset with 1.9M reactions from patents (1976-2016). The task is: Predict the reactants needed to synthesize the given product. (1) Given the product [CH2:15]([N:1]1[CH:5]=[CH:4][N:3]=[C:2]1[CH:6]=[O:7])[CH3:16], predict the reactants needed to synthesize it. The reactants are: [NH:1]1[CH:5]=[CH:4][N:3]=[C:2]1[CH:6]=[O:7].C(=O)([O-])[O-].[K+].[K+].I[CH2:15][CH3:16]. (2) Given the product [Cl:22][C:15]1[C:16]([F:21])=[CH:17][CH:18]=[C:19]([Cl:20])[C:14]=1[CH:12]([O:11][N:10]1[C:4]2[C:5](=[N:6][CH:7]=[C:2]([C:34]3[CH:35]=[C:30]([CH:31]=[CH:32][CH:33]=3)[C:28]([NH:27][CH2:26][CH2:25][N:24]([CH3:39])[CH3:23])=[O:29])[CH:3]=2)[CH:8]=[CH:9]1)[CH3:13], predict the reactants needed to synthesize it. The reactants are: Br[C:2]1[CH:3]=[C:4]2[N:10]([O:11][CH:12]([C:14]3[C:19]([Cl:20])=[CH:18][CH:17]=[C:16]([F:21])[C:15]=3[Cl:22])[CH3:13])[CH:9]=[CH:8][C:5]2=[N:6][CH:7]=1.[CH3:23][N:24]([CH3:39])[CH2:25][CH2:26][NH:27][C:28]([C:30]1[CH:31]=[C:32](B(O)O)[CH:33]=[CH:34][CH:35]=1)=[O:29]. (3) Given the product [CH3:7][C:5]1[S:6][C:2]([C:35]2[CH:34]=[CH:33][N:32]=[C:31]3[N:27]([S:24]([C:21]4[CH:22]=[CH:23][C:18]([CH3:17])=[CH:19][CH:20]=4)(=[O:25])=[O:26])[CH:28]=[CH:29][C:30]=23)=[C:3]([C:8]2[CH:13]=[CH:12][C:11]([N+:14]([O-:16])=[O:15])=[CH:10][CH:9]=2)[N:4]=1, predict the reactants needed to synthesize it. The reactants are: Br[C:2]1[S:6][C:5]([CH3:7])=[N:4][C:3]=1[C:8]1[CH:13]=[CH:12][C:11]([N+:14]([O-:16])=[O:15])=[CH:10][CH:9]=1.[CH3:17][C:18]1[CH:23]=[CH:22][C:21]([S:24]([N:27]2[C:31]3=[N:32][CH:33]=[CH:34][C:35](B4OC(C)(C)C(C)(C)O4)=[C:30]3[CH:29]=[CH:28]2)(=[O:26])=[O:25])=[CH:20][CH:19]=1. (4) Given the product [C:1]1([C@H:7]([NH2:9])[CH3:8])[CH:6]=[CH:5][CH:4]=[CH:3][CH:2]=1.[OH:10][C:11]1[CH:23]=[CH:22][C:14]2[C@H:15]([CH2:18][C:19]([OH:21])=[O:20])[CH2:16][O:17][C:13]=2[CH:12]=1, predict the reactants needed to synthesize it. The reactants are: [C:1]1([C@H:7]([NH2:9])[CH3:8])[CH:6]=[CH:5][CH:4]=[CH:3][CH:2]=1.[OH:10][C:11]1[CH:23]=[CH:22][C:14]2[C:15]([CH2:18][C:19]([OH:21])=[O:20])=[CH:16][O:17][C:13]=2[CH:12]=1.